From a dataset of NCI-60 drug combinations with 297,098 pairs across 59 cell lines. Regression. Given two drug SMILES strings and cell line genomic features, predict the synergy score measuring deviation from expected non-interaction effect. (1) Drug 1: C1CCC(CC1)NC(=O)N(CCCl)N=O. Drug 2: C(=O)(N)NO. Cell line: CAKI-1. Synergy scores: CSS=39.7, Synergy_ZIP=-8.10, Synergy_Bliss=-0.547, Synergy_Loewe=-0.610, Synergy_HSA=3.96. (2) Drug 1: C1=CC(=CC=C1C#N)C(C2=CC=C(C=C2)C#N)N3C=NC=N3. Cell line: 786-0. Drug 2: CC1C(C(CC(O1)OC2CC(OC(C2O)C)OC3=CC4=CC5=C(C(=O)C(C(C5)C(C(=O)C(C(C)O)O)OC)OC6CC(C(C(O6)C)O)OC7CC(C(C(O7)C)O)OC8CC(C(C(O8)C)O)(C)O)C(=C4C(=C3C)O)O)O)O. Synergy scores: CSS=6.73, Synergy_ZIP=2.22, Synergy_Bliss=0.498, Synergy_Loewe=-19.0, Synergy_HSA=-0.520. (3) Drug 1: CC1CCC2CC(C(=CC=CC=CC(CC(C(=O)C(C(C(=CC(C(=O)CC(OC(=O)C3CCCCN3C(=O)C(=O)C1(O2)O)C(C)CC4CCC(C(C4)OC)OCCO)C)C)O)OC)C)C)C)OC. Drug 2: C1CCC(C(C1)N)N.C(=O)(C(=O)[O-])[O-].[Pt+4]. Cell line: HCT116. Synergy scores: CSS=57.9, Synergy_ZIP=4.59, Synergy_Bliss=4.73, Synergy_Loewe=5.17, Synergy_HSA=5.35.